This data is from Reaction yield outcomes from USPTO patents with 853,638 reactions. The task is: Predict the reaction yield, written as a fraction of the theoretical maximum amount of product (1.0 means a 100% yield; for example, 0.34 means a 34% yield). (1) The reactants are C([NH:5][C:6]1[C:15]2[CH:14]=[CH:13][CH:12]=[C:11]([C:16]([NH:18][C:19]3[CH:24]=[C:23]([NH:25][C:26](=[O:37])[C:27]4[CH:32]=[CH:31][CH:30]=[C:29]([C:33]([F:36])([F:35])[F:34])[CH:28]=4)[CH:22]=[CH:21][C:20]=3[CH3:38])=[O:17])[C:10]=2[CH:9]=[CH:8][N:7]=1)(C)(C)C.C(O)(C(F)(F)F)=O.C(=O)(O)[O-].[Na+]. The catalyst is O1CCCC1.C(OCC)(=O)C. The product is [NH2:5][C:6]1[C:15]2[CH:14]=[CH:13][CH:12]=[C:11]([C:16]([NH:18][C:19]3[CH:24]=[C:23]([NH:25][C:26](=[O:37])[C:27]4[CH:32]=[CH:31][CH:30]=[C:29]([C:33]([F:35])([F:34])[F:36])[CH:28]=4)[CH:22]=[CH:21][C:20]=3[CH3:38])=[O:17])[C:10]=2[CH:9]=[CH:8][N:7]=1. The yield is 0.0800. (2) The reactants are CS[C:3]1[CH:8]=[CH:7][CH:6]=[CH:5][C:4]=1[OH:9].O[O:11][S:12]([O-:14])=O.[K+].[CH3:16]C(C)=O. The catalyst is O. The product is [CH3:16][S:12]([C:3]1[CH:8]=[CH:7][CH:6]=[CH:5][C:4]=1[OH:9])(=[O:14])=[O:11]. The yield is 0.950.